From a dataset of NCI-60 drug combinations with 297,098 pairs across 59 cell lines. Regression. Given two drug SMILES strings and cell line genomic features, predict the synergy score measuring deviation from expected non-interaction effect. (1) Drug 1: COC1=C(C=C2C(=C1)N=CN=C2NC3=CC(=C(C=C3)F)Cl)OCCCN4CCOCC4. Drug 2: C(CC(=O)O)C(=O)CN.Cl. Cell line: U251. Synergy scores: CSS=15.8, Synergy_ZIP=-4.93, Synergy_Bliss=0.475, Synergy_Loewe=-2.00, Synergy_HSA=2.03. (2) Cell line: PC-3. Drug 1: CNC(=O)C1=NC=CC(=C1)OC2=CC=C(C=C2)NC(=O)NC3=CC(=C(C=C3)Cl)C(F)(F)F. Drug 2: CC1=C(C(=O)C2=C(C1=O)N3CC4C(C3(C2COC(=O)N)OC)N4)N. Synergy scores: CSS=11.5, Synergy_ZIP=1.16, Synergy_Bliss=4.21, Synergy_Loewe=-6.10, Synergy_HSA=3.31. (3) Drug 1: CS(=O)(=O)OCCCCOS(=O)(=O)C. Drug 2: C1CN(P(=O)(OC1)NCCCl)CCCl. Cell line: SK-OV-3. Synergy scores: CSS=1.04, Synergy_ZIP=3.68, Synergy_Bliss=5.19, Synergy_Loewe=0.498, Synergy_HSA=-1.88.